From a dataset of Full USPTO retrosynthesis dataset with 1.9M reactions from patents (1976-2016). Predict the reactants needed to synthesize the given product. (1) The reactants are: [CH3:1][N:2]1[C:6]([C:7]2[O:11][N:10]=[C:9]([CH3:12])[N:8]=2)=[C:5]([CH3:13])[N:4]=[CH:3]1.[Br:14]Br. Given the product [Br:14][C:3]1[N:2]([CH3:1])[C:6]([C:7]2[O:11][N:10]=[C:9]([CH3:12])[N:8]=2)=[C:5]([CH3:13])[N:4]=1, predict the reactants needed to synthesize it. (2) Given the product [Cl:34][C:35]1[CH:40]=[CH:39][C:38]([O:1][CH:2]([CH:4]2[CH2:7][N:6]([C:8]([O:10][C:11]([CH3:13])([CH3:12])[CH3:14])=[O:9])[CH2:5]2)[CH3:3])=[CH:37][CH:36]=1, predict the reactants needed to synthesize it. The reactants are: [OH:1][CH:2]([CH:4]1[CH2:7][N:6]([C:8]([O:10][C:11]([CH3:14])([CH3:13])[CH3:12])=[O:9])[CH2:5]1)[CH3:3].C1C=CC(P(C2C=CC=CC=2)C2C=CC=CC=2)=CC=1.[Cl:34][C:35]1[CH:40]=[CH:39][C:38](O)=[CH:37][CH:36]=1.CCOC(/N=N/C(OCC)=O)=O. (3) The reactants are: [CH:1]1([NH:4][CH2:5][C:6]2[CH:11]=[CH:10][C:9]([C:12]#[C:13][Si:14]([CH3:17])([CH3:16])[CH3:15])=[CH:8][CH:7]=2)[CH2:3][CH2:2]1.CCN(CC)CC.[CH3:25][C:26]([O:29][C:30](O[C:30]([O:29][C:26]([CH3:28])([CH3:27])[CH3:25])=[O:31])=[O:31])([CH3:28])[CH3:27]. Given the product [C:26]([O:29][C:30](=[O:31])[N:4]([CH:1]1[CH2:2][CH2:3]1)[CH2:5][C:6]1[CH:7]=[CH:8][C:9]([C:12]#[C:13][Si:14]([CH3:16])([CH3:15])[CH3:17])=[CH:10][CH:11]=1)([CH3:28])([CH3:27])[CH3:25], predict the reactants needed to synthesize it. (4) Given the product [C:4]([C:6]1[CH:11]=[CH:10][CH:9]=[CH:8][CH:7]=1)(=[O:5])[C:3]1[CH:12]=[CH:13][CH:14]=[CH:15][CH:2]=1, predict the reactants needed to synthesize it. The reactants are: O[C:2]1[CH:15]=[C:14](O)[CH:13]=[CH:12][C:3]=1[C:4]([C:6]1[CH:11]=[CH:10][CH:9]=[CH:8][CH:7]=1)=[O:5].OC1C=C(OC)C=CC=1C(C1C=CC=CC=1O)=O.OC1C=C(OC)C=CC=1C(C1C=CC(OC)=CC=1O)=O.OC1C=C(OC)C=CC=1C(C1C=CC=CC=1)=O.OC1C=C(OC)C=CC=1C(C1C=CC(C)=CC=1)=O.C1(C2C=CC(C(C3C=CC=CC=3)=O)=CC=2)C=CC=CC=1.OC1C=C(OCCCCCCCC)C=CC=1C(C1C=CC=CC=1)=O.OC1C=CC(C(C2C=CC=CC=2)=O)=CC=1C(O)=O. (5) Given the product [C:6]([C:5]1[CH:8]=[CH:9][C:2]([NH:1]/[C:11](/[CH2:18][CH2:19][CH3:20])=[CH:12]/[C:13]([O:15][CH2:16][CH3:17])=[O:14])=[CH:3][CH:4]=1)#[N:7], predict the reactants needed to synthesize it. The reactants are: [NH2:1][C:2]1[CH:9]=[CH:8][C:5]([C:6]#[N:7])=[CH:4][CH:3]=1.O=[C:11]([CH2:18][CH2:19][CH3:20])[CH2:12][C:13]([O:15][CH2:16][CH3:17])=[O:14].